This data is from Forward reaction prediction with 1.9M reactions from USPTO patents (1976-2016). The task is: Predict the product of the given reaction. (1) Given the reactants [C:1]([O:4][CH2:5][CH2:6][CH2:7][NH:8][C:9]1[C:14]([CH3:15])=[C:13]([CH3:16])[N:12]2[N:17]=[N:18][N:19]=[C:11]2[C:10]=1[N+:20]([O-])=O)(=[O:3])[CH3:2], predict the reaction product. The product is: [C:1]([O:4][CH2:5][CH2:6][CH2:7][NH:8][C:9]1[C:14]([CH3:15])=[C:13]([CH3:16])[N:12]2[N:17]=[N:18][N:19]=[C:11]2[C:10]=1[NH2:20])(=[O:3])[CH3:2]. (2) Given the reactants [F:1][C:2]1[CH:3]=[C:4]([OH:11])[CH:5]=[C:6]([F:10])[C:7]=1[CH2:8][OH:9].Cl[CH2:13][C:14]1[N:15]=[C:16]([CH3:19])[S:17][CH:18]=1, predict the reaction product. The product is: [F:1][C:2]1[CH:3]=[C:4]([O:11][CH2:13][C:14]2[N:15]=[C:16]([CH3:19])[S:17][CH:18]=2)[CH:5]=[C:6]([F:10])[C:7]=1[CH2:8][OH:9]. (3) Given the reactants [O:1]1[C:5]2[CH:6]=[CH:7][C:8]([C:10]3([C:13]([NH:15][C:16]4[CH:17]=[C:18]5[C:22](=[CH:23][CH:24]=4)[NH:21][C:20]([C:25]([CH3:28])([CH3:27])[CH3:26])=[CH:19]5)=[O:14])[CH2:12][CH2:11]3)=[CH:9][C:4]=2[O:3][CH2:2]1.[CH2:29]1[CH2:33][O:32][CH2:31][CH2:30]1.[H-].[Na+].C(C1[O:40]C1)Cl, predict the reaction product. The product is: [O:1]1[C:5]2[CH:6]=[CH:7][C:8]([C:10]3([C:13]([NH:15][C:16]4[CH:17]=[C:18]5[C:22](=[CH:23][CH:24]=4)[N:21]([CH2:29][CH:30]([OH:40])[CH2:31][O:32][CH3:33])[C:20]([C:25]([CH3:28])([CH3:27])[CH3:26])=[CH:19]5)=[O:14])[CH2:12][CH2:11]3)=[CH:9][C:4]=2[O:3][CH2:2]1. (4) Given the reactants [CH2:1]([N:3]1[C:7]2=[N:8][C:9]([O:12][CH2:13][C:14]3[CH:19]=[CH:18][CH:17]=[CH:16][N:15]=3)=[CH:10][CH:11]=[C:6]2[C:5]([N:20]2[CH2:25][CH2:24][N:23](C(OC(C)(C)C)=O)[CH2:22][C:21]2=[O:33])=[CH:4]1)[CH3:2].FC(F)(F)C(O)=O, predict the reaction product. The product is: [CH2:1]([N:3]1[C:7]2=[N:8][C:9]([O:12][CH2:13][C:14]3[CH:19]=[CH:18][CH:17]=[CH:16][N:15]=3)=[CH:10][CH:11]=[C:6]2[C:5]([N:20]2[CH2:25][CH2:24][NH:23][CH2:22][C:21]2=[O:33])=[CH:4]1)[CH3:2]. (5) Given the reactants [Br:1][C:2]1[CH:3]=[C:4]([CH:7]=O)[NH:5][CH:6]=1.Br[CH2:10]/[CH:11]=[CH:12]/[C:13]([O:15][CH2:16][CH3:17])=[O:14].C(=O)([O-])[O-].[K+].[K+], predict the reaction product. The product is: [Br:1][C:2]1[CH:3]=[C:4]2[N:5]([CH:6]=1)[CH:10]=[CH:11][C:12]([C:13]([O:15][CH2:16][CH3:17])=[O:14])=[CH:7]2. (6) The product is: [Cl:1][C:2]1[N:3]=[CH:4][C:5]2[N:10]=[N:9][NH:8][C:6]=2[N:7]=1.[NH3:13].[N:10]1[C:5]2[CH:4]=[N:3][C:2]([NH2:20])=[N:7][C:6]=2[NH:8][N:9]=1. Given the reactants [Cl:1][C:2]1[N:3]=[CH:4][C:5]2[N:10]=[N:9][NH:8][C:6]=2[N:7]=1.ClC1N=C(N)C(N)=C[N:13]=1.[N:20]([O-])=O.N([O-])=O.[Na+].Cl.N(OCCC(C)C)=O, predict the reaction product. (7) Given the reactants [Cl:1][C:2]1[C:3]([C:9](=O)[CH2:10][NH:11][C:12](=[O:23])[C:13]2[CH:18]=[CH:17][CH:16]=[CH:15][C:14]=2[C:19]([F:22])([F:21])[F:20])=[N:4][CH:5]=[C:6]([Cl:8])[CH:7]=1.Cl.[CH3:26][O:27][NH2:28].N1C=CC=CC=1.O, predict the reaction product. The product is: [Cl:1][C:2]1[C:3]([C:9](=[N:28][O:27][CH3:26])[CH2:10][NH:11][C:12](=[O:23])[C:13]2[CH:18]=[CH:17][CH:16]=[CH:15][C:14]=2[C:19]([F:22])([F:21])[F:20])=[N:4][CH:5]=[C:6]([Cl:8])[CH:7]=1.